From a dataset of Full USPTO retrosynthesis dataset with 1.9M reactions from patents (1976-2016). Predict the reactants needed to synthesize the given product. Given the product [OH:30][CH2:29][CH2:28][C@@H:18]1[CH2:17][C@H:16]([NH:15][C:13]([C:6]2[C:7]3[C:12](=[CH:11][CH:10]=[CH:9][CH:8]=3)[N:4]([CH:1]([CH3:3])[CH3:2])[N:5]=2)=[O:14])[CH2:20][N:19]1[C:21]([O:23][C:24]([CH3:26])([CH3:25])[CH3:27])=[O:22], predict the reactants needed to synthesize it. The reactants are: [CH:1]([N:4]1[C:12]2[C:7](=[CH:8][CH:9]=[CH:10][CH:11]=2)[C:6]([C:13]([NH:15][C@@H:16]2[CH2:20][N:19]([C:21]([O:23][C:24]([CH3:27])([CH3:26])[CH3:25])=[O:22])[C@H:18]([CH2:28][C:29](OC)=[O:30])[CH2:17]2)=[O:14])=[N:5]1)([CH3:3])[CH3:2].[BH4-].[Li+].O.